From a dataset of Reaction yield outcomes from USPTO patents with 853,638 reactions. Predict the reaction yield, written as a fraction of the theoretical maximum amount of product (1.0 means a 100% yield; for example, 0.34 means a 34% yield). (1) The reactants are [CH2:1]([CH:5]1[CH2:14][C:13]2[C:8](=[CH:9][CH:10]=[CH:11][CH:12]=2)[CH2:7][NH:6]1)[CH:2]([CH3:4])[CH3:3].[F:15][C:16]([F:21])([F:20])[C:17](O)=[O:18]. No catalyst specified. The product is [CH2:1]([CH:5]1[CH2:14][C:13]2[C:8](=[CH:9][CH:10]=[CH:11][CH:12]=2)[CH2:7][N:6]1[C:17](=[O:18])[C:16]([F:21])([F:20])[F:15])[CH:2]([CH3:4])[CH3:3]. The yield is 0.910. (2) The reactants are N.C(OC([O:7][C:8]1[CH:13]=[CH:12][C:11](/[CH:14]=[CH:15]/[C:16]([O:18][CH2:19][CH2:20][CH2:21][CH2:22][CH2:23][CH2:24][Cl:25])=[O:17])=[CH:10][CH:9]=1)=O)C. The catalyst is CC(C)=O.N1C=CC=CC=1. The product is [OH:7][C:8]1[CH:9]=[CH:10][C:11](/[CH:14]=[CH:15]/[C:16]([O:18][CH2:19][CH2:20][CH2:21][CH2:22][CH2:23][CH2:24][Cl:25])=[O:17])=[CH:12][CH:13]=1. The yield is 1.00. (3) The reactants are C(O[C:4]([C:6]1[S:10][C:9]([Cl:11])=[N:8][CH:7]=1)=[O:5])C.[NH2:12][CH:13]1[CH2:18][CH2:17][O:16][CH2:15][CH2:14]1. No catalyst specified. The product is [O:16]1[CH2:17][CH2:18][CH:13]([NH:12][C:4]([C:6]2[S:10][C:9]([Cl:11])=[N:8][CH:7]=2)=[O:5])[CH2:14][CH2:15]1. The yield is 0.730. (4) The reactants are Br[C:2]1[CH:3]=[C:4]2[C:9](=[CH:10][CH:11]=1)[N:8]=[C:7]([C:12]1[CH:13]=[CH:14][C:15]3[N:19]=[C:18]([C@@H:20]4[CH2:25][C@@H:24]5[C@@H:22]([CH2:23]5)[N:21]4[C:26]([O:28][C:29]([CH3:32])([CH3:31])[CH3:30])=[O:27])[NH:17][C:16]=3[CH:33]=1)[CH:6]=[N:5]2.CC([O-])=O.[K+].[B:39]1(B2OC(C)(C)C(C)(C)O2)[O:43]C(C)(C)C(C)(C)[O:40]1. The catalyst is O1CCOCC1.C1C=CC([P]([Pd]([P](C2C=CC=CC=2)(C2C=CC=CC=2)C2C=CC=CC=2)([P](C2C=CC=CC=2)(C2C=CC=CC=2)C2C=CC=CC=2)[P](C2C=CC=CC=2)(C2C=CC=CC=2)C2C=CC=CC=2)(C2C=CC=CC=2)C2C=CC=CC=2)=CC=1. The product is [C:29]([O:28][C:26]([N:21]1[C@H:20]([C:18]2[NH:17][C:16]3[CH:33]=[C:12]([C:7]4[CH:6]=[N:5][C:4]5[C:9](=[CH:10][CH:11]=[C:2]([B:39]([OH:43])[OH:40])[CH:3]=5)[N:8]=4)[CH:13]=[CH:14][C:15]=3[N:19]=2)[CH2:25][C@@H:24]2[C@H:22]1[CH2:23]2)=[O:27])([CH3:32])([CH3:31])[CH3:30]. The yield is 0.600. (5) The catalyst is CN(C=O)C.O.C1C=CC(/C=C/C(/C=C/C2C=CC=CC=2)=O)=CC=1.C1C=CC(/C=C/C(/C=C/C2C=CC=CC=2)=O)=CC=1.C1C=CC(/C=C/C(/C=C/C2C=CC=CC=2)=O)=CC=1.[Pd].[Pd]. The yield is 0.910. The product is [C:39]([C:2]1[CH:3]=[C:4]2[C:8](=[CH:9][CH:10]=1)[N:7]([CH:11]1[CH2:16][CH2:15][CH2:14][CH2:13][O:12]1)[N:6]=[C:5]2[C:17]1[N:22]=[C:21]([O:23][C@H:24]2[CH2:31][N:30]([C:32]([O:34][C:35]([CH3:38])([CH3:36])[CH3:37])=[O:33])[CH2:29][CH2:28][C:25]32[CH2:26][CH2:27]3)[CH:20]=[N:19][CH:18]=1)#[N:40]. The reactants are Br[C:2]1[CH:3]=[C:4]2[C:8](=[CH:9][CH:10]=1)[N:7]([CH:11]1[CH2:16][CH2:15][CH2:14][CH2:13][O:12]1)[N:6]=[C:5]2[C:17]1[N:22]=[C:21]([O:23][C@H:24]2[CH2:31][N:30]([C:32]([O:34][C:35]([CH3:38])([CH3:37])[CH3:36])=[O:33])[CH2:29][CH2:28][C:25]32[CH2:27][CH2:26]3)[CH:20]=[N:19][CH:18]=1.[C:39]([Zn]C#N)#[N:40].CC(C1C=C(C(C)C)C(C2C=CC=CC=2P(C2CCCCC2)C2CCCCC2)=C(C(C)C)C=1)C. (6) The reactants are Cl.[CH:2]12[CH:7]([C:8]([NH2:10])=[O:9])[CH:6]1[CH2:5][NH:4][CH2:3]2.C(N(CC)CC)C.[CH3:18][C:19]([CH3:24])([CH3:23])[CH2:20][CH:21]=O.C(O[BH-](OC(=O)C)OC(=O)C)(=O)C.[Na+]. The catalyst is C(Cl)Cl.CO. The product is [CH3:18][C:19]([CH3:24])([CH3:23])[CH2:20][CH2:21][N:4]1[CH2:5][CH:6]2[CH:2]([CH:7]2[C:8]([NH2:10])=[O:9])[CH2:3]1. The yield is 0.792.